This data is from Forward reaction prediction with 1.9M reactions from USPTO patents (1976-2016). The task is: Predict the product of the given reaction. Given the reactants N[C:2]1[CH:7]=[CH:6][C:5]([C:8]2S[CH:10]=[CH:11][CH:12]=2)=[CH:4][C:3]=1[NH:13][C:14](=[O:34])/[CH:15]=[CH:16]/[C:17]1[CH:22]=[CH:21][C:20](NS(C2C=CC(C)=CC=2)(=O)=O)=CC=1.F[P-](F)(F)(F)(F)F.N1([O:51][P+](N(C)C)(N(C)C)N(C)C)C2C=CC=CC=2N=N1.C([Si](C)(C)[O:67][C:68]1C=CC(C2C=CC=CC=2)=CC=1N)(C)(C)C.C(N([CH2:88][CH3:89])CC)C.CCCC[N+:94]([CH2:103][CH2:104][CH2:105][CH3:106])([CH2:99]CCC)CCCC.[F-].C1[CH2:112][O:111][CH2:110][CH2:109]1, predict the reaction product. The product is: [CH3:112][O:111][C:110]1[CH:109]=[C:103]([NH:94][CH2:99][C:22]2[CH:17]=[CH:16][C:15]([C:14]([NH:13][C:3]3[CH:4]=[C:5]([C:8]4[CH:12]=[CH:11][CH:10]=[CH:89][CH:88]=4)[CH:6]=[CH:7][C:2]=3[OH:51])=[O:34])=[CH:20][CH:21]=2)[CH:104]=[CH:105][C:106]=1[O:67][CH3:68].